Dataset: Ames mutagenicity test results for genotoxicity prediction. Task: Regression/Classification. Given a drug SMILES string, predict its toxicity properties. Task type varies by dataset: regression for continuous values (e.g., LD50, hERG inhibition percentage) or binary classification for toxic/non-toxic outcomes (e.g., AMES mutagenicity, cardiotoxicity, hepatotoxicity). Dataset: ames. (1) The compound is c1cc2c3c(cccc3c1)CC2. The result is 0 (non-mutagenic). (2) The result is 1 (mutagenic). The compound is O=C(O)C(Br)(Br)Br. (3) The compound is Nc1ccc(Cl)c(Cl)c1. The result is 0 (non-mutagenic). (4) The drug is Nc1ccc(Oc2ccc(Oc3ccc(N)cc3)cc2)cc1. The result is 1 (mutagenic). (5) The result is 0 (non-mutagenic). The drug is COc1ccc(C(=O)C2OC2c2ccccc2)cc1. (6) The molecule is Cc1ccc2ccccc2c1. The result is 0 (non-mutagenic). (7) The drug is Cc1cc2nc3c(=O)[nH]c(=O)nc-3n(C)c2cc1C. The result is 1 (mutagenic). (8) The compound is COC(F)(F)C(Cl)Cl. The result is 0 (non-mutagenic). (9) The molecule is Nc1ncnc2c1ncn2-c1ccc([N+](=O)[O-])cc1[N+](=O)[O-]. The result is 1 (mutagenic). (10) The drug is CC(=O)C1(O)C=C(OC2CC(N)C(O)C(C)O2)c2c(c(O)c3c(O)c4ccccc4c(O)c3c2O)C1. The result is 1 (mutagenic).